From a dataset of Full USPTO retrosynthesis dataset with 1.9M reactions from patents (1976-2016). Predict the reactants needed to synthesize the given product. (1) Given the product [CH2:1]([C@@H:8]1[CH2:12][O:11][C:10](=[O:13])[N:9]1[C:19](=[O:24])[CH2:20][CH2:21][CH:22]=[CH2:23])[C:2]1[CH:3]=[CH:4][CH:5]=[CH:6][CH:7]=1, predict the reactants needed to synthesize it. The reactants are: [CH2:1]([C@@H:8]1[CH2:12][O:11][C:10](=[O:13])[NH:9]1)[C:2]1[CH:7]=[CH:6][CH:5]=[CH:4][CH:3]=1.[Li]CCCC.[C:19](Cl)(=[O:24])[CH2:20][CH2:21][CH:22]=[CH2:23]. (2) Given the product [Cl:1][C:2]1[CH:7]=[CH:6][CH:5]=[CH:4][C:3]=1[C:8]1[CH:13]=[C:12]([CH2:14][OH:15])[CH:11]=[C:10]([C:18]([O:20][CH3:21])=[O:19])[CH:9]=1, predict the reactants needed to synthesize it. The reactants are: [Cl:1][C:2]1[CH:7]=[CH:6][CH:5]=[CH:4][C:3]=1[C:8]1[CH:13]=[C:12]([C:14](OC)=[O:15])[CH:11]=[C:10]([C:18]([O:20][CH3:21])=[O:19])[CH:9]=1.[H-].[Al+3].[Li+].[H-].[H-].[H-].C(C(C(C([O-])=O)O)O)([O-])=O.[K+].[Na+]. (3) The reactants are: Br[C:2]1[CH:3]=[C:4]([Cl:8])[N:5]=[N:6][CH:7]=1.[NH:9]1[CH2:14][CH2:13][O:12][CH2:11][CH2:10]1.C(=O)([O-])[O-].[K+].[K+]. Given the product [Cl:8][C:4]1[N:5]=[N:6][CH:7]=[C:2]([N:9]2[CH2:14][CH2:13][O:12][CH2:11][CH2:10]2)[CH:3]=1, predict the reactants needed to synthesize it. (4) Given the product [Br:1][C:2]1[CH:3]=[C:4]([CH2:8][CH2:9][CH2:10][C:11]([NH:27][NH2:28])=[O:13])[CH:5]=[CH:6][CH:7]=1, predict the reactants needed to synthesize it. The reactants are: [Br:1][C:2]1[CH:3]=[C:4]([CH2:8][CH2:9][CH2:10][C:11]([OH:13])=O)[CH:5]=[CH:6][CH:7]=1.C(N1C=CN=C1)(N1C=CN=C1)=O.O.[NH2:27][NH2:28]. (5) Given the product [CH3:1][N:2]1[C:7](=[O:8])[C:6]2[C:9]([C:30]3[CH:35]=[CH:34][CH:33]=[CH:32][CH:31]=3)=[C:10]([C:12]3[CH:17]=[CH:16][C:15]([C:18]4([NH:22][C:23](=[O:29])[O:24][C:25]([CH3:28])([CH3:27])[CH3:26])[CH2:21][CH2:20][CH2:19]4)=[CH:14][CH:13]=3)[O:11][C:5]=2[N:4]=[C:3]1[NH:41][CH3:40], predict the reactants needed to synthesize it. The reactants are: [CH3:1][N:2]1[C:7](=[O:8])[C:6]2[C:9]([C:30]3[CH:35]=[CH:34][CH:33]=[CH:32][CH:31]=3)=[C:10]([C:12]3[CH:17]=[CH:16][C:15]([C:18]4([NH:22][C:23](=[O:29])[O:24][C:25]([CH3:28])([CH3:27])[CH3:26])[CH2:21][CH2:20][CH2:19]4)=[CH:14][CH:13]=3)[O:11][C:5]=2[N:4]=[C:3]1S(C)(=O)=O.[CH3:40][NH2:41]. (6) Given the product [CH3:13][O:12][C:8]1[C:9]([O:10][CH3:11])=[C:2]2[C:3]([CH:4]=[C:26]([C:23]3[CH:22]=[CH:21][C:20]([N+:17]([O-:19])=[O:18])=[CH:25][CH:24]=3)[C:27](=[O:28])[O:1]2)=[CH:6][C:7]=1[N+:14]([O-:16])=[O:15], predict the reactants needed to synthesize it. The reactants are: [OH:1][C:2]1[C:9]([O:10][CH3:11])=[C:8]([O:12][CH3:13])[C:7]([N+:14]([O-:16])=[O:15])=[CH:6][C:3]=1[CH:4]=O.[N+:17]([C:20]1[CH:25]=[CH:24][C:23]([CH2:26][C:27](O)=[O:28])=[CH:22][CH:21]=1)([O-:19])=[O:18].C(N(CC)CC)C.P(Cl)(Cl)(OC1C=CC=CC=1)=O. (7) Given the product [Cl:35][C:28]1[CH:29]=[CH:30][C:31]([C:33]#[N:34])=[CH:32][C:27]=1[C:25]([NH:24][C:21]1[CH:22]=[CH:23][C:18]([CH2:17][C@@H:4]([C:3]([OH:36])=[O:2])[NH:5][C:6]([C:8]2([CH2:13][CH2:14][O:15][CH3:16])[CH2:12][CH2:11][CH2:10][CH2:9]2)=[O:7])=[CH:19][CH:20]=1)=[O:26], predict the reactants needed to synthesize it. The reactants are: C[O:2][C:3](=[O:36])[C@H:4]([CH2:17][C:18]1[CH:23]=[CH:22][C:21]([NH:24][C:25]([C:27]2[CH:32]=[C:31]([C:33]#[N:34])[CH:30]=[CH:29][C:28]=2[Cl:35])=[O:26])=[CH:20][CH:19]=1)[NH:5][C:6]([C:8]1([CH2:13][CH2:14][O:15][CH3:16])[CH2:12][CH2:11][CH2:10][CH2:9]1)=[O:7].[I-].[Li+].N1C=CC=CC=1.